Dataset: NCI-60 drug combinations with 297,098 pairs across 59 cell lines. Task: Regression. Given two drug SMILES strings and cell line genomic features, predict the synergy score measuring deviation from expected non-interaction effect. (1) Drug 1: C1=CN(C=N1)CC(O)(P(=O)(O)O)P(=O)(O)O. Drug 2: CN(C(=O)NC(C=O)C(C(C(CO)O)O)O)N=O. Cell line: CCRF-CEM. Synergy scores: CSS=-6.46, Synergy_ZIP=2.60, Synergy_Bliss=-0.853, Synergy_Loewe=-5.59, Synergy_HSA=-5.82. (2) Drug 1: CCC1=CC2CC(C3=C(CN(C2)C1)C4=CC=CC=C4N3)(C5=C(C=C6C(=C5)C78CCN9C7C(C=CC9)(C(C(C8N6C)(C(=O)OC)O)OC(=O)C)CC)OC)C(=O)OC.C(C(C(=O)O)O)(C(=O)O)O. Drug 2: C1CN(CCN1C(=O)CCBr)C(=O)CCBr. Cell line: OVCAR3. Synergy scores: CSS=58.8, Synergy_ZIP=-3.62, Synergy_Bliss=0.807, Synergy_Loewe=-13.1, Synergy_HSA=-0.181. (3) Drug 1: C1=C(C(=O)NC(=O)N1)N(CCCl)CCCl. Drug 2: CC12CCC3C(C1CCC2O)C(CC4=C3C=CC(=C4)O)CCCCCCCCCS(=O)CCCC(C(F)(F)F)(F)F. Cell line: K-562. Synergy scores: CSS=41.8, Synergy_ZIP=1.90, Synergy_Bliss=2.74, Synergy_Loewe=3.25, Synergy_HSA=3.61. (4) Drug 1: C1=C(C(=O)NC(=O)N1)F. Drug 2: CC1C(C(CC(O1)OC2CC(OC(C2O)C)OC3=CC4=CC5=C(C(=O)C(C(C5)C(C(=O)C(C(C)O)O)OC)OC6CC(C(C(O6)C)O)OC7CC(C(C(O7)C)O)OC8CC(C(C(O8)C)O)(C)O)C(=C4C(=C3C)O)O)O)O. Cell line: SR. Synergy scores: CSS=42.7, Synergy_ZIP=-5.22, Synergy_Bliss=-10.6, Synergy_Loewe=-10.3, Synergy_HSA=-9.77. (5) Drug 1: C1CCC(C1)C(CC#N)N2C=C(C=N2)C3=C4C=CNC4=NC=N3. Drug 2: C(CCl)NC(=O)N(CCCl)N=O. Cell line: OVCAR3. Synergy scores: CSS=3.94, Synergy_ZIP=2.12, Synergy_Bliss=2.05, Synergy_Loewe=-3.00, Synergy_HSA=-2.05. (6) Drug 1: CCC(=C(C1=CC=CC=C1)C2=CC=C(C=C2)OCCN(C)C)C3=CC=CC=C3.C(C(=O)O)C(CC(=O)O)(C(=O)O)O. Drug 2: C1=NNC2=C1C(=O)NC=N2. Cell line: HOP-92. Synergy scores: CSS=1.30, Synergy_ZIP=5.18, Synergy_Bliss=12.0, Synergy_Loewe=0.251, Synergy_HSA=1.17.